Dataset: Reaction yield outcomes from USPTO patents with 853,638 reactions. Task: Predict the reaction yield, written as a fraction of the theoretical maximum amount of product (1.0 means a 100% yield; for example, 0.34 means a 34% yield). (1) The reactants are [CH3:1][N:2]([CH3:31])[C:3]1([C:26]2[S:27][CH:28]=[CH:29][CH:30]=2)[CH2:8][CH2:7][CH:6]([C:9]2[NH:10][C:11]3[C:16]([C:17]=2[CH2:18][CH2:19][C:20]2[CH:25]=[CH:24][N:23]=[CH:22][CH:21]=2)=[CH:15][CH:14]=[CH:13][CH:12]=3)[CH2:5][CH2:4]1.[Si]([Cl:36])(C)(C)C. The catalyst is C(OCC)(=O)C. The product is [ClH:36].[CH3:31][N:2]([CH3:1])[C:3]1([C:26]2[S:27][CH:28]=[CH:29][CH:30]=2)[CH2:4][CH2:5][CH:6]([C:9]2[NH:10][C:11]3[C:16]([C:17]=2[CH2:18][CH2:19][C:20]2[CH:21]=[CH:22][N:23]=[CH:24][CH:25]=2)=[CH:15][CH:14]=[CH:13][CH:12]=3)[CH2:7][CH2:8]1. The yield is 0.870. (2) The reactants are O=C1[C:10]2[C:5](=[CH:6][CH:7]=[CH:8][CH:9]=2)[C:4](=[O:11])[N:3]1[CH:12]([CH3:18])[C:13]([O:15]CC)=O.C[O-].[Na+]. The catalyst is CO. The product is [OH:15][C:13]1[C:6]2[C:5](=[CH:10][CH:9]=[CH:8][CH:7]=2)[C:4](=[O:11])[NH:3][C:12]=1[CH3:18]. The yield is 0.630. (3) The reactants are C(OC(=O)C)(=O)C.[CH:8]([OH:10])=O.[NH2:11][C:12]1[CH:17]=[CH:16][C:15]([C:18]#[C:19][C:20]2[N:21]([CH2:33][CH3:34])[C:22]3[C:27]([C:28]=2[C:29]#[N:30])=[CH:26][CH:25]=[C:24]([O:31][CH3:32])[CH:23]=3)=[CH:14][CH:13]=1.C(OC=O)(=O)C. The catalyst is C1COCC1. The product is [C:29]([C:28]1[C:27]2[C:22](=[CH:23][C:24]([O:31][CH3:32])=[CH:25][CH:26]=2)[N:21]([CH2:33][CH3:34])[C:20]=1[C:19]#[C:18][C:15]1[CH:16]=[CH:17][C:12]([NH:11][CH:8]=[O:10])=[CH:13][CH:14]=1)#[N:30]. The yield is 0.960. (4) The reactants are [N+:1]([C:4]1[CH:12]=[CH:11][C:7]([C:8](Cl)=[O:9])=[CH:6][CH:5]=1)([O-:3])=[O:2].[OH:13][C@H:14]1[C:18]2[N:19]=[CH:20][N:21]=[C:22]([N:23]3[CH2:28][CH2:27][N:26]([C:29]([O:31][C:32]([CH3:35])([CH3:34])[CH3:33])=[O:30])[CH2:25][CH2:24]3)[C:17]=2[C@H:16]([CH3:36])[CH2:15]1.C(N(CC)CC)C.C([O-])(O)=O.[Na+]. The catalyst is C(Cl)Cl. The product is [CH3:36][C@H:16]1[C:17]2[C:22]([N:23]3[CH2:28][CH2:27][N:26]([C:29]([O:31][C:32]([CH3:35])([CH3:34])[CH3:33])=[O:30])[CH2:25][CH2:24]3)=[N:21][CH:20]=[N:19][C:18]=2[C@H:14]([O:13][C:8](=[O:9])[C:7]2[CH:6]=[CH:5][C:4]([N+:1]([O-:3])=[O:2])=[CH:12][CH:11]=2)[CH2:15]1. The yield is 0.845. (5) The reactants are [CH:1]([C:3]1[NH:4][C:5]2[CH2:6][CH2:7][CH2:8][CH2:9][C:10]=2[C:11]=1[CH2:12][CH2:13][C:14]([OH:16])=[O:15])=O.[Cl:17][C:18]1[CH:26]=[C:25]2[C:21]([CH2:22][C:23](=[O:27])[NH:24]2)=[CH:20][CH:19]=1.N1CCCCC1.C(O)(=O)C. The catalyst is C(O)C. The product is [Cl:17][C:18]1[CH:26]=[C:25]2[C:21]([C:22](=[CH:1][C:3]3[NH:4][C:5]4[CH2:6][CH2:7][CH2:8][CH2:9][C:10]=4[C:11]=3[CH2:12][CH2:13][C:14]([OH:16])=[O:15])[C:23](=[O:27])[NH:24]2)=[CH:20][CH:19]=1. The yield is 0.800. (6) The reactants are [O:1]1[CH2:6][CH2:5][CH:4]=[C:3]([C:7]([O:9][CH2:10][C:11]2[CH:16]=[CH:15][CH:14]=[CH:13][CH:12]=2)=[O:8])[CH2:2]1.C([O:21]C(NC1(C(O)=O)CC1)=O)(C)(C)C. The catalyst is ClCCCl.C(Cl)Cl. The product is [C:3]12([C:7]([O:9][CH2:10][C:11]3[CH:16]=[CH:15][CH:14]=[CH:13][CH:12]=3)=[O:8])[O:21][CH:4]1[CH2:5][CH2:6][O:1][CH2:2]2. The yield is 0.580. (7) The reactants are [C:1]1([C@@H:7]2[CH2:13][NH:12][CH2:11][C:10]3[CH:14]=[CH:15][C:16]([C:18]([O:20][CH3:21])=[O:19])=[CH:17][C:9]=3[O:8]2)[CH:6]=[CH:5][CH:4]=[CH:3][CH:2]=1.[C:22](O)(C(F)(F)F)=[O:23].CCN(CC)CC. The catalyst is C(Cl)Cl. The product is [CH:22]([N:12]1[CH2:11][C:10]2[CH:14]=[CH:15][C:16]([C:18]([O:20][CH3:21])=[O:19])=[CH:17][C:9]=2[O:8][C@H:7]([C:1]2[CH:2]=[CH:3][CH:4]=[CH:5][CH:6]=2)[CH2:13]1)=[O:23]. The yield is 0.300. (8) The reactants are Cl[C:2]1[N:7]=[C:6]([NH:8][CH:9]2[CH2:11][CH2:10]2)[N:5]=[C:4]([C:12]2[CH:13]=[C:14]([Cl:18])[CH:15]=[N:16][CH:17]=2)[C:3]=1[C:19]#[N:20].[SH:21][CH2:22][C:23]([NH2:25])=[O:24].[O-]CC.[Na+]. The catalyst is C(O)C. The product is [NH2:20][C:19]1[C:3]2[C:4]([C:12]3[CH:13]=[C:14]([Cl:18])[CH:15]=[N:16][CH:17]=3)=[N:5][C:6]([NH:8][CH:9]3[CH2:11][CH2:10]3)=[N:7][C:2]=2[S:21][C:22]=1[C:23]([NH2:25])=[O:24]. The yield is 0.130. (9) The yield is 0.540. The catalyst is ClCCl. The product is [Cl:1][C:2]1[C:24]([O:25][CH3:26])=[CH:23][CH:22]=[CH:21][C:3]=1[O:4][C:5]1[CH2:9][N:8]([C@@H:10]([CH2:14][CH:15]2[CH2:19][CH2:18][CH2:17][CH2:16]2)[C:11]([NH:48][C:49]2[CH:53]=[CH:52][N:51]([CH2:54][C:55]([OH:57])([CH3:56])[CH3:58])[N:50]=2)=[O:13])[C:7](=[O:20])[CH:6]=1. The reactants are [Cl:1][C:2]1[C:24]([O:25][CH3:26])=[CH:23][CH:22]=[CH:21][C:3]=1[O:4][C:5]1[CH2:9][N:8]([C@@H:10]([CH2:14][CH:15]2[CH2:19][CH2:18][CH2:17][CH2:16]2)[C:11]([OH:13])=O)[C:7](=[O:20])[CH:6]=1.CN(C)CCCN=C=NCC.ON1C2C=CC=CC=2N=N1.[NH2:48][C:49]1[CH:53]=[CH:52][N:51]([CH2:54][C:55]([CH3:58])([OH:57])[CH3:56])[N:50]=1. (10) The reactants are [N+:1]([C:4]1[CH:5]=[C:6]([CH:10]=[CH:11][CH:12]=1)[C:7](=[S:9])[NH2:8])([O-:3])=[O:2].Cl[CH2:14][CH:15]=O.C(O)(=O)C.[OH-].[Na+]. The catalyst is C(OCC)(=O)C. The product is [N+:1]([C:4]1[CH:5]=[C:6]([C:7]2[S:9][CH:14]=[CH:15][N:8]=2)[CH:10]=[CH:11][CH:12]=1)([O-:3])=[O:2]. The yield is 0.910.